Dataset: Peptide-MHC class I binding affinity with 185,985 pairs from IEDB/IMGT. Task: Regression. Given a peptide amino acid sequence and an MHC pseudo amino acid sequence, predict their binding affinity value. This is MHC class I binding data. (1) The peptide sequence is VSDLYTSMR. The MHC is HLA-A33:01 with pseudo-sequence HLA-A33:01. The binding affinity (normalized) is 0.229. (2) The peptide sequence is FATENFPPL. The MHC is H-2-Db with pseudo-sequence H-2-Db. The binding affinity (normalized) is 0.593.